From a dataset of TCR-epitope binding with 47,182 pairs between 192 epitopes and 23,139 TCRs. Binary Classification. Given a T-cell receptor sequence (or CDR3 region) and an epitope sequence, predict whether binding occurs between them. (1) The epitope is QARQMVQAMRTIGTHP. The TCR CDR3 sequence is CASSYLAGERRGYTF. Result: 0 (the TCR does not bind to the epitope). (2) The epitope is VTEHDTLLY. The TCR CDR3 sequence is CASSQDWDTQYF. Result: 1 (the TCR binds to the epitope). (3) The epitope is FLPRVFSAV. The TCR CDR3 sequence is CASSPSGGRDTEAFF. Result: 1 (the TCR binds to the epitope). (4) The epitope is AYILFTRFFYV. The TCR CDR3 sequence is CASSLEGLVAVETQYF. Result: 0 (the TCR does not bind to the epitope).